The task is: Predict the reactants needed to synthesize the given product.. This data is from Full USPTO retrosynthesis dataset with 1.9M reactions from patents (1976-2016). (1) Given the product [Br:15][C:16]1[CH:21]=[CH:20][C:19]([O:22][CH2:23][CH2:24][CH2:25][CH2:26][CH2:27][N:9]2[CH2:10][CH2:11][N:7]([C:1]3[CH:2]=[CH:3][CH:4]=[CH:5][CH:6]=3)[C:8]2=[O:12])=[CH:18][CH:17]=1, predict the reactants needed to synthesize it. The reactants are: [C:1]1([N:7]2[CH2:11][CH2:10][NH:9][C:8]2=[O:12])[CH:6]=[CH:5][CH:4]=[CH:3][CH:2]=1.[H-].[Na+].[Br:15][C:16]1[CH:21]=[CH:20][C:19]([O:22][CH2:23][CH2:24][CH2:25][CH2:26][CH2:27]Br)=[CH:18][CH:17]=1. (2) Given the product [CH2:23]([N:30]1[C:4]([CH3:5])=[C:3]([C:2](=[O:7])[CH3:1])[CH:13]=[N:11]1)[C:24]1[CH:29]=[CH:28][CH:27]=[CH:26][CH:25]=1, predict the reactants needed to synthesize it. The reactants are: [CH3:1][C:2](=[O:7])[CH2:3][C:4](=O)[CH3:5].COC(OC)[N:11]([CH3:13])C.O1CCCC1.Cl.Cl.[CH2:23]([NH:30]N)[C:24]1[CH:29]=[CH:28][CH:27]=[CH:26][CH:25]=1. (3) Given the product [Cl:34][CH2:32][C:23]([C:9]1[C:6]2[C:7](=[O:8])[N:2]([CH3:1])[C:3](=[O:30])[N:4]([CH2:26][CH:27]([CH3:28])[CH3:29])[C:5]=2[S:11][C:10]=1[CH2:12][C:13]1[CH:18]=[CH:17][CH:16]=[CH:15][C:14]=1[C:19]([F:21])([F:22])[F:20])=[O:25], predict the reactants needed to synthesize it. The reactants are: [CH3:1][N:2]1[C:7](=[O:8])[C:6]2[C:9]([C:23]([OH:25])=O)=[C:10]([CH2:12][C:13]3[CH:18]=[CH:17][CH:16]=[CH:15][C:14]=3[C:19]([F:22])([F:21])[F:20])[S:11][C:5]=2[N:4]([CH2:26][CH:27]([CH3:29])[CH3:28])[C:3]1=[O:30].C(Cl)(=O)[C:32]([Cl:34])=O.